This data is from Full USPTO retrosynthesis dataset with 1.9M reactions from patents (1976-2016). The task is: Predict the reactants needed to synthesize the given product. (1) Given the product [Cl:1][C:2]1[CH:3]=[C:4]([CH:9]2[CH:15]([CH:16]([OH:17])[CH2:18][S:27][CH3:26])[O:14][CH2:13][CH2:12][N:11]([C:19]([O:21][C:22]([CH3:25])([CH3:24])[CH3:23])=[O:20])[CH2:10]2)[CH:5]=[CH:6][C:7]=1[Cl:8], predict the reactants needed to synthesize it. The reactants are: [Cl:1][C:2]1[CH:3]=[C:4]([CH:9]2[CH:15]([CH:16]3[CH2:18][O:17]3)[O:14][CH2:13][CH2:12][N:11]([C:19]([O:21][C:22]([CH3:25])([CH3:24])[CH3:23])=[O:20])[CH2:10]2)[CH:5]=[CH:6][C:7]=1[Cl:8].[CH3:26][S-:27].[Na+].O. (2) Given the product [F:14][C:15]1[CH:16]=[CH:17][C:18]([N:21]2[C:25]([C:26]([O:28][CH2:49][CH3:50])=[O:27])=[CH:24][N:23]=[C:22]2[S:29][C:10]([C:3]2[C:4]([F:9])=[CH:5][CH:6]=[C:7]([F:8])[C:2]=2[F:1])([CH3:12])[CH3:11])=[CH:19][CH:20]=1, predict the reactants needed to synthesize it. The reactants are: [F:1][C:2]1[C:7]([F:8])=[CH:6][CH:5]=[C:4]([F:9])[C:3]=1[C:10](O)([CH3:12])[CH3:11].[F:14][C:15]1[CH:20]=[CH:19][C:18]([N:21]2[C:25]([C:26]([OH:28])=[O:27])=[CH:24][N:23]=[C:22]2[S:29]C(C2C=CC=CC=2)(C2C=CC=CC=2)C2C=CC=CC=2)=[CH:17][CH:16]=1.[CH3:49][CH2:50]OC(C)=O.